This data is from Forward reaction prediction with 1.9M reactions from USPTO patents (1976-2016). The task is: Predict the product of the given reaction. (1) Given the reactants [H-].[Na+].[CH3:3][O:4][C:5]([C:7]1[C:8]([CH:20]([CH3:22])[CH3:21])=[N:9][C:10]2[C:15]([C:16]=1[OH:17])=[CH:14][C:13]([Cl:18])=[CH:12][C:11]=2[Cl:19])=[O:6].[F:23][C:24]([F:43])([F:42])[S:25](N(C1C=CC=CC=1)[S:25]([C:24]([F:43])([F:42])[F:23])(=[O:27])=[O:26])(=[O:27])=[O:26], predict the reaction product. The product is: [CH3:3][O:4][C:5]([C:7]1[C:8]([CH:20]([CH3:22])[CH3:21])=[N:9][C:10]2[C:15]([C:16]=1[O:17][S:25]([C:24]([F:43])([F:42])[F:23])(=[O:27])=[O:26])=[CH:14][C:13]([Cl:18])=[CH:12][C:11]=2[Cl:19])=[O:6]. (2) Given the reactants [CH2:1]([NH:3][C:4]([C:6]1[CH:10]=[C:9]([C:11]2[S:12][C:13]([C:16]3[CH:21]=[CH:20][CH:19]=[C:18]([S:22]([CH3:25])(=[O:24])=[O:23])[CH:17]=3)=[CH:14][CH:15]=2)[N:8]([C:26]2[CH:31]=[CH:30][CH:29]=[CH:28][C:27]=2[Cl:32])[N:7]=1)=O)[CH3:2].COC1C=CC(P2(SP(C3C=CC(OC)=CC=3)(=S)S2)=[S:42])=CC=1.C1(C)C=CC=CC=1.C1C=CC=CC=1, predict the reaction product. The product is: [CH2:1]([NH:3][C:4]([C:6]1[CH:10]=[C:9]([C:11]2[S:12][C:13]([C:16]3[CH:21]=[CH:20][CH:19]=[C:18]([S:22]([CH3:25])(=[O:24])=[O:23])[CH:17]=3)=[CH:14][CH:15]=2)[N:8]([C:26]2[CH:31]=[CH:30][CH:29]=[CH:28][C:27]=2[Cl:32])[N:7]=1)=[S:42])[CH3:2]. (3) Given the reactants [C:1]([O:5][C:6]([N:8]1[C@@H:12]([CH2:13]O)[CH2:11][O:10][C:9]1([CH3:16])[CH3:15])=[O:7])([CH3:4])([CH3:3])[CH3:2].[SH:17][C:18]1[S:19][C:20]2[CH:26]=[CH:25][CH:24]=[CH:23][C:21]=2[N:22]=1.C1(P(C2C=CC=CC=2)C2C=CC=CC=2)C=CC=CC=1.N(C(OCC)=O)=NC(OCC)=O, predict the reaction product. The product is: [C:1]([O:5][C:6]([N:8]1[C@@H:12]([CH2:13][S:17][C:18]2[S:19][C:20]3[CH:26]=[CH:25][CH:24]=[CH:23][C:21]=3[N:22]=2)[CH2:11][O:10][C:9]1([CH3:16])[CH3:15])=[O:7])([CH3:4])([CH3:3])[CH3:2].